Task: Predict the reactants needed to synthesize the given product.. Dataset: Full USPTO retrosynthesis dataset with 1.9M reactions from patents (1976-2016) Given the product [CH3:1][O:2][C:3]1[C:13]2[CH2:12][CH2:11][CH2:10][C:9](=[O:14])[NH:8][C:7]=2[C:6]([N+:29]([O-:31])=[O:30])=[CH:5][CH:4]=1, predict the reactants needed to synthesize it. The reactants are: [CH3:1][O:2][C:3]1[C:13]2[CH2:12][CH2:11][CH2:10][C:9](=[O:14])[NH:8][C:7]=2[CH:6]=[CH:5][CH:4]=1.COC1C2CCCC(=O)NC=2C=CC=1[N+:29]([O-:31])=[O:30].